Regression. Given a peptide amino acid sequence and an MHC pseudo amino acid sequence, predict their binding affinity value. This is MHC class II binding data. From a dataset of Peptide-MHC class II binding affinity with 134,281 pairs from IEDB. The peptide sequence is EKKYFAATQFEELAA. The MHC is HLA-DQA10501-DQB10301 with pseudo-sequence HLA-DQA10501-DQB10301. The binding affinity (normalized) is 0.0747.